Dataset: Forward reaction prediction with 1.9M reactions from USPTO patents (1976-2016). Task: Predict the product of the given reaction. Given the reactants Cl[CH2:2][C:3]1[CH:8]=[CH:7][C:6]([O:9][CH3:10])=[CH:5][CH:4]=1.C([O-])([O-])=O.[K+].[K+].[NH:17]1[CH:21]=[C:20]([C:22]([O:24][CH2:25][CH3:26])=[O:23])[CH:19]=[N:18]1, predict the reaction product. The product is: [CH3:10][O:9][C:6]1[CH:7]=[CH:8][C:3]([CH2:2][N:17]2[CH:21]=[C:20]([C:22]([O:24][CH2:25][CH3:26])=[O:23])[CH:19]=[N:18]2)=[CH:4][CH:5]=1.